From a dataset of Full USPTO retrosynthesis dataset with 1.9M reactions from patents (1976-2016). Predict the reactants needed to synthesize the given product. (1) Given the product [CH:32]1([NH:35][C:18](=[O:20])[C:17]2[CH:22]=[CH:23][C:24]([CH3:25])=[C:15]([N:11]3[CH:12]=[CH:13][N:14]=[C:9]([N:8]([CH2:27][CH2:28][N:29]([CH3:31])[CH3:30])[CH2:1][C:2]4[CH:7]=[CH:6][CH:5]=[CH:4][CH:3]=4)[C:10]3=[O:26])[CH:16]=2)[CH2:34][CH2:33]1, predict the reactants needed to synthesize it. The reactants are: [CH2:1]([N:8]([CH2:27][CH2:28][N:29]([CH3:31])[CH3:30])[C:9]1[C:10](=[O:26])[N:11]([C:15]2[CH:16]=[C:17]([CH:22]=[CH:23][C:24]=2[CH3:25])[C:18]([O:20]C)=O)[CH:12]=[CH:13][N:14]=1)[C:2]1[CH:7]=[CH:6][CH:5]=[CH:4][CH:3]=1.[CH:32]1([NH2:35])[CH2:34][CH2:33]1. (2) The reactants are: [F:1][C:2]1[CH:3]=[C:4]([CH2:14][O:15][C:16]2[CH:21]=[CH:20][C:19]([CH2:22][CH2:23][C:24]([OH:26])=[O:25])=[C:18]([CH3:27])[C:17]=2[CH3:28])[C:5]2[O:9][C:8]([CH2:10][CH2:11][OH:12])=[CH:7][C:6]=2[CH:13]=1.C(N([CH2:34][CH3:35])CC)C.[CH3:36][S:37](Cl)(=[O:39])=[O:38]. Given the product [F:1][C:2]1[CH:3]=[C:4]([CH2:14][O:15][C:16]2[CH:21]=[CH:20][C:19]([CH2:22][CH2:23][C:24]([O:26][CH2:34][CH3:35])=[O:25])=[C:18]([CH3:27])[C:17]=2[CH3:28])[C:5]2[O:9][C:8]([CH2:10][CH2:11][O:12][S:37]([CH3:36])(=[O:39])=[O:38])=[CH:7][C:6]=2[CH:13]=1, predict the reactants needed to synthesize it. (3) Given the product [ClH:1].[ClH:1].[CH3:3][N:4]([CH3:18])[CH:5]1[CH2:10][CH2:9][NH:8][CH2:7][CH2:6]1, predict the reactants needed to synthesize it. The reactants are: [ClH:1].Cl.[CH3:3][N:4]([CH3:18])[CH:5]1[CH2:10][CH2:9][N:8](CC2C=CC=CC=2)[CH2:7][CH2:6]1.O. (4) Given the product [C:28]1([Si:8]([C:34]2[CH:39]=[CH:38][CH:37]=[CH:36][CH:35]=2)([C:4]2[CH:5]=[CH:6][CH:7]=[C:2]([B:43]3[O:44][C:45]([CH3:47])([CH3:46])[C:41]([CH3:57])([CH3:40])[O:42]3)[CH:3]=2)[C:9]2[CH:10]=[C:11]([N:15]3[C:27]4[CH:26]=[CH:25][CH:24]=[CH:23][C:22]=4[C:21]4[C:16]3=[CH:17][CH:18]=[CH:19][CH:20]=4)[CH:12]=[CH:13][CH:14]=2)[CH:33]=[CH:32][CH:31]=[CH:30][CH:29]=1, predict the reactants needed to synthesize it. The reactants are: Br[C:2]1[CH:3]=[C:4]([Si:8]([C:34]2[CH:39]=[CH:38][CH:37]=[CH:36][CH:35]=2)([C:28]2[CH:33]=[CH:32][CH:31]=[CH:30][CH:29]=2)[C:9]2[CH:10]=[C:11]([N:15]3[C:27]4[CH:26]=[CH:25][CH:24]=[CH:23][C:22]=4[C:21]4[C:16]3=[CH:17][CH:18]=[CH:19][CH:20]=4)[CH:12]=[CH:13][CH:14]=2)[CH:5]=[CH:6][CH:7]=1.[CH3:40][C:41]1([CH3:57])[C:45]([CH3:47])([CH3:46])[O:44][B:43]([B:43]2[O:44][C:45]([CH3:47])([CH3:46])[C:41]([CH3:57])([CH3:40])[O:42]2)[O:42]1.C([O-])(=O)C.[K+]. (5) The reactants are: [C:1]([N:11]1[CH2:18][CH2:17][CH2:16][C@@H:12]1[C:13]([OH:15])=O)([O:3][CH2:4][C:5]1[CH:10]=[CH:9][CH:8]=[CH:7][CH:6]=1)=[O:2].C(Cl)CCl.[CH:23]1[CH:24]=CC2N(O)N=[N:29][C:27]=2[CH:28]=1.N1CCCC1. Given the product [CH2:4]([O:3][C:1]([N:11]1[CH2:18][CH2:17][CH2:16][C@@H:12]1[C:13]([N:29]1[CH2:24][CH2:23][CH2:28][CH2:27]1)=[O:15])=[O:2])[C:5]1[CH:6]=[CH:7][CH:8]=[CH:9][CH:10]=1, predict the reactants needed to synthesize it. (6) The reactants are: [Br:1][C:2]1[N:3]=[C:4]2[C:11]([CH:12]=[O:13])=[CH:10][NH:9][C:5]2=[N:6][C:7]=1[Cl:8].[Li+].[CH3:21][Si:20]([N-][Si:20]([CH3:23])([CH3:22])[CH3:21])([CH3:23])[CH3:22].C[Si]([CH:28]([O:31][CH2:32]C)OCl)(C)C.[C:34]([O-])([O-])=O.[Na+].[Na+]. Given the product [Br:1][C:2]1[N:3]=[C:4]2[C:11]([CH:12]=[O:13])=[CH:10][N:9]([CH2:28][O:31][CH2:32][CH2:21][Si:20]([CH3:23])([CH3:34])[CH3:22])[C:5]2=[N:6][C:7]=1[Cl:8], predict the reactants needed to synthesize it.